The task is: Predict the product of the given reaction.. This data is from Forward reaction prediction with 1.9M reactions from USPTO patents (1976-2016). (1) Given the reactants [Cl:1][C:2]1[CH:10]=[CH:9][CH:8]=[C:7]2[C:3]=1[C:4]([C:17](=[O:22])C(F)(F)F)=[CH:5][N:6]2[CH2:11][CH:12]1[CH2:16][CH2:15][CH2:14][O:13]1.[OH-:23].[Na+].Cl, predict the reaction product. The product is: [Cl:1][C:2]1[CH:10]=[CH:9][CH:8]=[C:7]2[C:3]=1[C:4]([C:17]([OH:22])=[O:23])=[CH:5][N:6]2[CH2:11][CH:12]1[CH2:16][CH2:15][CH2:14][O:13]1. (2) The product is: [C:13]([NH:7][S:4]([CH:1]1[CH2:3][CH2:2]1)(=[O:6])=[O:5])([O:12][C:8]([CH3:11])([CH3:10])[CH3:9])=[O:14]. Given the reactants [CH:1]1([S:4]([NH2:7])(=[O:6])=[O:5])[CH2:3][CH2:2]1.[C:8]([O:12][C:13](O[C:13]([O:12][C:8]([CH3:11])([CH3:10])[CH3:9])=[O:14])=[O:14])([CH3:11])([CH3:10])[CH3:9].C(N(CC)CC)C.CN(C1C=CC=CN=1)C, predict the reaction product.